Dataset: Forward reaction prediction with 1.9M reactions from USPTO patents (1976-2016). Task: Predict the product of the given reaction. (1) Given the reactants [NH2:1][NH:2][C:3]([C:5]1[CH:10]=[CH:9][CH:8]=[C:7]([CH3:11])[N:6]=1)=[NH:4].[F:12][C:13]1[CH:20]=[CH:19][CH:18]=[C:17]([Cl:21])[C:14]=1[CH:15]=O, predict the reaction product. The product is: [F:12][C:13]1[CH:20]=[CH:19][CH:18]=[C:17]([Cl:21])[C:14]=1[C:15]1[NH:1][N:2]=[C:3]([C:5]2[CH:10]=[CH:9][CH:8]=[C:7]([CH3:11])[N:6]=2)[N:4]=1. (2) Given the reactants [NH4+].[N:2]#[C:3][S-:4].[NH2:5][C:6]1[CH:11]=[CH:10][CH:9]=[C:8]([CH3:12])[CH:7]=1, predict the reaction product. The product is: [CH3:12][C:8]1[CH:7]=[C:6]([NH:5][C:3]([NH2:2])=[S:4])[CH:11]=[CH:10][CH:9]=1. (3) Given the reactants [CH3:1][OH:2].[H-].[Na+].[Cl:5][C:6]1[CH:7]=[C:8]2[C:16](=[C:17]([N+:20]([O-:22])=[O:21])[C:18]=1F)[NH:15][C:14]1[CH:13]=[N:12][CH:11]=[CH:10][C:9]2=1.O, predict the reaction product. The product is: [Cl:5][C:6]1[CH:7]=[C:8]2[C:16](=[C:17]([N+:20]([O-:22])=[O:21])[C:18]=1[O:2][CH3:1])[NH:15][C:14]1[CH:13]=[N:12][CH:11]=[CH:10][C:9]2=1. (4) Given the reactants [C:1]([O:5][C:6]([N:8]1[CH2:12][CH2:11][N:10]=[C:9]1[CH2:13][CH:14]([C:21]1[C:29]2[O:28][CH2:27][CH2:26][C:25]=2[CH:24]=[C:23](Br)[CH:22]=1)[C:15]1[CH:20]=[CH:19][CH:18]=[CH:17][N:16]=1)=[O:7])([CH3:4])([CH3:3])[CH3:2].[CH3:31][C:32]1[CH:37]=[CH:36][C:35](B(O)O)=[CH:34][CH:33]=1.C([O-])([O-])=O.[K+].[K+], predict the reaction product. The product is: [C:1]([O:5][C:6]([N:8]1[CH2:12][CH2:11][N:10]=[C:9]1[CH2:13][CH:14]([C:15]1[CH:20]=[CH:19][CH:18]=[CH:17][N:16]=1)[C:21]1[C:29]2[O:28][CH2:27][CH2:26][C:25]=2[CH:24]=[C:23]([C:35]2[CH:36]=[CH:37][C:32]([CH3:31])=[CH:33][CH:34]=2)[CH:22]=1)=[O:7])([CH3:4])([CH3:3])[CH3:2]. (5) The product is: [NH2:15][C@@H:16]([CH3:31])[C:17]([C:25]1[CH:30]=[CH:29][CH:28]=[CH:27][CH:26]=1)([C:19]1[CH:24]=[CH:23][CH:22]=[CH:21][CH:20]=1)[OH:18].[OH:1][C:2]1[CH:14]=[CH:13][C:5]2[C@H:6]([CH2:9][C:10]([OH:12])=[O:11])[CH2:7][O:8][C:4]=2[CH:3]=1. Given the reactants [OH:1][C:2]1[CH:14]=[CH:13][C:5]2[CH:6]([CH2:9][C:10]([OH:12])=[O:11])[CH2:7][O:8][C:4]=2[CH:3]=1.[NH2:15][C@@H:16]([CH3:31])[C:17]([C:25]1[CH:30]=[CH:29][CH:28]=[CH:27][CH:26]=1)([C:19]1[CH:24]=[CH:23][CH:22]=[CH:21][CH:20]=1)[OH:18], predict the reaction product. (6) The product is: [Br:25][C:2]1[CH:3]=[C:4]([C@@H:9]2[CH2:13][NH:12][C:11](=[O:14])[CH2:10]2)[CH:5]=[CH:6][C:7]=1[Cl:8]. Given the reactants N[C:2]1[CH:3]=[C:4]([C@@H:9]2[CH2:13][NH:12][C:11](=[O:14])[CH2:10]2)[CH:5]=[CH:6][C:7]=1[Cl:8].N([O-])=O.[Na+].C(OCC)(=O)C.[BrH:25].O, predict the reaction product. (7) Given the reactants FC(F)(F)S([O-])(=O)=O.[Mg+2].FC(F)(F)S([O-])(=O)=O.[O:18]1[CH2:20][C@H:19]1[C:21]([O:23][CH3:24])=[O:22].[Si:25]([O:32][CH2:33][C@H:34]([OH:36])[CH3:35])([C:28]([CH3:31])([CH3:30])[CH3:29])([CH3:27])[CH3:26], predict the reaction product. The product is: [Si:25]([O:32][CH2:33][C@H:34]([O:36][CH2:20][C@H:19]([OH:18])[C:21]([O:23][CH3:24])=[O:22])[CH3:35])([C:28]([CH3:31])([CH3:30])[CH3:29])([CH3:27])[CH3:26]. (8) Given the reactants CO.[CH3:3][NH2:4].CO.F[C:8]1[CH:15]=[CH:14][C:11]([C:12]#[N:13])=[CH:10][CH:9]=1, predict the reaction product. The product is: [CH3:3][NH:4][C:8]1[CH:15]=[CH:14][C:11]([C:12]#[N:13])=[CH:10][CH:9]=1. (9) Given the reactants [OH:1][C:2]1[C:3]([C:9]([C:11]2[CH:16]=[CH:15][CH:14]=[CH:13][CH:12]=2)=[O:10])=[N:4][C:5]([CH3:8])=[CH:6][CH:7]=1.Cl[C:18]1[C:27]2[C:22](=[CH:23][C:24]([O:30][CH3:31])=[C:25]([O:28][CH3:29])[CH:26]=2)[N:21]=[CH:20][CH:19]=1.O, predict the reaction product. The product is: [CH3:29][O:28][C:25]1[CH:26]=[C:27]2[C:22](=[CH:23][C:24]=1[O:30][CH3:31])[N:21]=[CH:20][CH:19]=[C:18]2[O:1][C:2]1[C:3]([C:9]([C:11]2[CH:12]=[CH:13][CH:14]=[CH:15][CH:16]=2)=[O:10])=[N:4][C:5]([CH3:8])=[CH:6][CH:7]=1.